Predict which catalyst facilitates the given reaction. From a dataset of Catalyst prediction with 721,799 reactions and 888 catalyst types from USPTO. Reactant: [CH3:1][N:2]([CH3:22])[CH2:3][CH2:4][N:5]1[C:14]2[C:9](=[CH:10][C:11]([I:15])=[CH:12][CH:13]=2)[C:8](=[O:16])[C:7]([C:17]([O:19]CC)=[O:18])=[CH:6]1.[OH-].[K+]. Product: [CH3:1][N:2]([CH3:22])[CH2:3][CH2:4][N:5]1[C:14]2[C:9](=[CH:10][C:11]([I:15])=[CH:12][CH:13]=2)[C:8](=[O:16])[C:7]([C:17]([OH:19])=[O:18])=[CH:6]1. The catalyst class is: 5.